From a dataset of Full USPTO retrosynthesis dataset with 1.9M reactions from patents (1976-2016). Predict the reactants needed to synthesize the given product. (1) Given the product [Cl:23][C:18]1[CH:19]=[CH:20][CH:21]=[CH:22][C:17]=1[C:7]1[C:8]([C:10]2[CH:15]=[CH:14][C:13]([Cl:16])=[CH:12][CH:11]=2)=[CH:9][CH:4]([C:1](=[O:3])[CH2:2][CH:29]([C:28]2[CH:31]=[CH:32][CH:33]=[C:26]([F:25])[CH:27]=2)[OH:30])[C:5](=[O:24])[N:6]=1, predict the reactants needed to synthesize it. The reactants are: [C:1]([C:4]1[C:5](=[O:24])[NH:6][C:7]([C:17]2[CH:22]=[CH:21][CH:20]=[CH:19][C:18]=2[Cl:23])=[C:8]([C:10]2[CH:15]=[CH:14][C:13]([Cl:16])=[CH:12][CH:11]=2)[CH:9]=1)(=[O:3])[CH3:2].[F:25][C:26]1[CH:27]=[C:28]([CH:31]=[CH:32][CH:33]=1)[CH:29]=[O:30].C[O-].[Na+]. (2) Given the product [Br:1][C:2]1[C:10]([O:11][CH3:12])=[C:9]([O:13][CH3:14])[CH:8]=[C:4]2[C:3]=1[NH:15][C:16](=[O:17])[NH:18][C:5]2=[O:6], predict the reactants needed to synthesize it. The reactants are: [Br:1][C:2]1[C:3]([NH:15][C:16]([NH2:18])=[O:17])=[C:4]([CH:8]=[C:9]([O:13][CH3:14])[C:10]=1[O:11][CH3:12])[C:5](N)=[O:6].Cl. (3) Given the product [Cl:1][C:2]1[CH:7]=[CH:6][C:5]([CH:8]([C:13]2[C:21]3[C:16](=[CH:17][CH:18]=[CH:19][CH:20]=3)[N:15]([CH2:30][C:31]([O:33][CH3:34])=[O:32])[N:14]=2)[CH2:9][CH2:10][C:11]#[N:12])=[C:4]([F:22])[CH:3]=1, predict the reactants needed to synthesize it. The reactants are: [Cl:1][C:2]1[CH:7]=[CH:6][C:5]([CH:8]([C:13]2[C:21]3[C:16](=[CH:17][CH:18]=[CH:19][CH:20]=3)[NH:15][N:14]=2)[CH2:9][CH2:10][C:11]#[N:12])=[C:4]([F:22])[CH:3]=1.C([O-])([O-])=O.[Cs+].[Cs+].Br[CH2:30][C:31]([O:33][CH3:34])=[O:32]. (4) Given the product [Cl:7][C:5]1[N:4]([C:8]2[CH:13]=[CH:12][C:11]([C:14]3[CH:19]=[CH:18][CH:17]=[C:16]([O:20][CH3:21])[C:15]=3[OH:22])=[CH:10][CH:9]=2)[C:3]([C:23]([O:25][CH2:26][CH3:27])=[O:24])=[C:2]([NH:1][C:29]([NH:30][CH:31]([CH3:32])[C:33]([O:35][CH3:36])=[O:34])=[O:28])[CH:6]=1, predict the reactants needed to synthesize it. The reactants are: [NH2:1][C:2]1[CH:6]=[C:5]([Cl:7])[N:4]([C:8]2[CH:13]=[CH:12][C:11]([C:14]3[CH:19]=[CH:18][CH:17]=[C:16]([O:20][CH3:21])[C:15]=3[OH:22])=[CH:10][CH:9]=2)[C:3]=1[C:23]([O:25][CH2:26][CH3:27])=[O:24].[O:28]=[C:29]=[N:30][C@H:31]([C:33]([O:35][CH3:36])=[O:34])[CH3:32]. (5) The reactants are: [C:1]([O:5][C:6]([N:8]1[C:13]2[CH:14]=[C:15]([Cl:19])[C:16]([OH:18])=[CH:17][C:12]=2[O:11][CH:10]([C:20]([N:22]2[CH2:27][CH2:26][CH:25]([O:28][C:29]3[CH:34]=[CH:33][C:32]([F:35])=[CH:31][CH:30]=3)[CH2:24][CH2:23]2)=[O:21])[CH2:9]1)=[O:7])([CH3:4])([CH3:3])[CH3:2].[C:36]([O-])([O-])=O.[K+].[K+].CI. Given the product [C:1]([O:5][C:6]([N:8]1[C:13]2[CH:14]=[C:15]([Cl:19])[C:16]([O:18][CH3:36])=[CH:17][C:12]=2[O:11][CH:10]([C:20]([N:22]2[CH2:27][CH2:26][CH:25]([O:28][C:29]3[CH:30]=[CH:31][C:32]([F:35])=[CH:33][CH:34]=3)[CH2:24][CH2:23]2)=[O:21])[CH2:9]1)=[O:7])([CH3:4])([CH3:2])[CH3:3], predict the reactants needed to synthesize it. (6) Given the product [NH2:22][C:18]1[NH:19][C:20](=[O:21])[C:15]2[CH:14]=[C:13]([CH2:12][CH2:11][CH2:10][C:7]3[S:6][C:5]([C:3]([OH:4])=[O:2])=[CH:9][CH:8]=3)[NH:23][C:16]=2[N:17]=1, predict the reactants needed to synthesize it. The reactants are: C[O:2][C:3]([C:5]1[S:6][C:7]([CH2:10][CH2:11][CH2:12][C:13]2[NH:23][C:16]3[N:17]=[C:18]([NH2:22])[NH:19][C:20](=[O:21])[C:15]=3[CH:14]=2)=[CH:8][CH:9]=1)=[O:4].[OH-].[Na+].CO.C(Cl)(Cl)Cl. (7) Given the product [CH:16]([S:18][C:2]1[N:7]=[CH:6][C:5]([O:8][C@@H:9]2[CH2:13][CH2:12][NH:11][C:10]2=[O:14])=[CH:4][CH:3]=1)([CH3:17])[CH3:15], predict the reactants needed to synthesize it. The reactants are: Br[C:2]1[N:7]=[CH:6][C:5]([O:8][C@@H:9]2[CH2:13][CH2:12][NH:11][C:10]2=[O:14])=[CH:4][CH:3]=1.[CH3:15][CH:16]([S-:18])[CH3:17].[Na+]. (8) Given the product [Br:1][C:2]1[CH:3]=[C:4]([CH:5]=[CH:6][CH:7]=1)[CH2:8][N:10]1[CH:18]=[C:17]([C:15]([OH:19])([CH3:16])[CH3:14])[N:12]=[N:11]1, predict the reactants needed to synthesize it. The reactants are: [Br:1][C:2]1[CH:7]=[CH:6][CH:5]=[C:4]([CH2:8]Br)[CH:3]=1.[N-:10]=[N+:11]=[N-:12].[Na+].[CH3:14][C:15]([OH:19])([C:17]#[CH:18])[CH3:16].O=C1O[C@H]([C@H](CO)O)C([O-])=C1O.[Na+]. (9) Given the product [Br:1][C:2]1[CH:3]=[C:4]2[C:8](=[CH:9][CH:10]=1)[C@@H:7]([N:11]1[C:15]3=[N:16][C:17]([CH2:21][O:22][CH3:27])=[CH:18][C:19]([CH3:20])=[C:14]3[N:13]=[C:12]1[CH2:23][CH3:24])[CH2:6][CH2:5]2, predict the reactants needed to synthesize it. The reactants are: [Br:1][C:2]1[CH:3]=[C:4]2[C:8](=[CH:9][CH:10]=1)[C@@H:7]([N:11]1[C:15]3=[N:16][C:17]([CH2:21][OH:22])=[CH:18][C:19]([CH3:20])=[C:14]3[N:13]=[C:12]1[CH2:23][CH3:24])[CH2:6][CH2:5]2.[H-].[Na+].[CH3:27]I. (10) Given the product [SiH4:4].[CH3:1][O:3][C:14]1[NH:15][O:16][C:17]2[CH:22]=[CH:21][CH:20]=[CH:19][C:18]=2[CH:13]=1, predict the reactants needed to synthesize it. The reactants are: [CH2:1]([O:3][SiH:4](OCC)OCC)C.CO[C:13]1[C:18]2[CH:19]=[CH:20][CH:21]=[CH:22][C:17]=2[O:16][NH:15][CH:14]=1.C1C=CC(S(C2C(S([O-])(=O)=O)=CC=CC=2)(=O)=O)=CC=1.[K+].